Task: Predict which catalyst facilitates the given reaction.. Dataset: Catalyst prediction with 721,799 reactions and 888 catalyst types from USPTO (1) Reactant: [CH3:1][S:2][CH2:3][N:4]1[C:9](=[O:10])[N:8]2[CH:11]=[N:12][C:13]([C:14]([OH:16])=O)=[C:7]2[N:6]=[N:5]1.C(N=C=NCCCN(C)C)C.[C:28]([NH:36][NH2:37])(=[O:35])[C:29]1[CH:34]=[CH:33][CH:32]=[CH:31][CH:30]=1. Product: [C:28]([NH:36][NH:37][C:14]([C:13]1[N:12]=[CH:11][N:8]2[C:9](=[O:10])[N:4]([CH2:3][S:2][CH3:1])[N:5]=[N:6][C:7]=12)=[O:16])(=[O:35])[C:29]1[CH:34]=[CH:33][CH:32]=[CH:31][CH:30]=1. The catalyst class is: 10. (2) Reactant: [Na].[O-]CC.[Na+].[CH2:6]([O:13][C:14]1[CH:19]=[C:18]([O:20][CH2:21][C:22]2[CH:27]=[CH:26][CH:25]=[CH:24][CH:23]=2)[C:17]([CH:28]([CH3:30])[CH3:29])=[CH:16][C:15]=1[C:31](=[O:33])[CH3:32])[C:7]1[CH:12]=[CH:11][CH:10]=[CH:9][CH:8]=1.[C:34](OCC)(=[O:40])[C:35]([O:37][CH2:38][CH3:39])=[O:36]. The catalyst class is: 8. Product: [CH2:38]([O:37][C:35](=[O:36])[C:34]([OH:40])=[CH:32][C:31]([C:15]1[CH:16]=[C:17]([CH:28]([CH3:30])[CH3:29])[C:18]([O:20][CH2:21][C:22]2[CH:23]=[CH:24][CH:25]=[CH:26][CH:27]=2)=[CH:19][C:14]=1[O:13][CH2:6][C:7]1[CH:8]=[CH:9][CH:10]=[CH:11][CH:12]=1)=[O:33])[CH3:39]. (3) Reactant: [CH3:1][O:2][C:3](=[O:33])[C@@H:4]([NH:25]C(OC(C)(C)C)=O)[C@H:5]([NH:7][C:8]([O:10][CH2:11][CH:12]1[C:24]2[CH:23]=[CH:22][CH:21]=[CH:20][C:19]=2[C:18]2[C:13]1=[CH:14][CH:15]=[CH:16][CH:17]=2)=[O:9])[CH3:6].[ClH:34].O1CCOCC1. Product: [ClH:34].[CH3:1][O:2][C:3](=[O:33])[C@@H:4]([NH2:25])[C@H:5]([NH:7][C:8]([O:10][CH2:11][CH:12]1[C:13]2[CH:14]=[CH:15][CH:16]=[CH:17][C:18]=2[C:19]2[C:24]1=[CH:23][CH:22]=[CH:21][CH:20]=2)=[O:9])[CH3:6]. The catalyst class is: 28. (4) Reactant: [OH:1][C:2]1[CH:11]=[C:10]([CH3:12])[C:9]([C:13]([F:16])([F:15])[F:14])=[CH:8][C:3]=1[C:4]([O:6][CH3:7])=[O:5].[C:17](OC(=O)C)(=[O:19])[CH3:18]. Product: [C:17]([O:1][C:2]1[CH:11]=[C:10]([CH3:12])[C:9]([C:13]([F:14])([F:15])[F:16])=[CH:8][C:3]=1[C:4]([O:6][CH3:7])=[O:5])(=[O:19])[CH3:18]. The catalyst class is: 17.